This data is from Forward reaction prediction with 1.9M reactions from USPTO patents (1976-2016). The task is: Predict the product of the given reaction. (1) Given the reactants B(OC(C)C)(OC(C)C)OC(C)C.Br[C:15]1[CH:20]=[CH:19][C:18]([S:21]([N:24]2[CH2:29][CH2:28][N:27]([CH3:30])[CH2:26][CH2:25]2)(=[O:23])=[O:22])=[CH:17][CH:16]=1.C([Li])CCC.[ClH:36].C(=O)([O-])[O-].[Na+].[Na+].[NH2:43][C:44]1[C:45]([C:51]([NH:53][CH2:54][CH2:55][C:56]2[S:57][CH:58]=[CH:59][CH:60]=2)=[O:52])=[N:46][C:47](Br)=[CH:48][N:49]=1, predict the reaction product. The product is: [ClH:36].[NH2:43][C:44]1[C:45]([C:51]([NH:53][CH2:54][CH2:55][C:56]2[S:57][CH:58]=[CH:59][CH:60]=2)=[O:52])=[N:46][C:47]([C:15]2[CH:20]=[CH:19][C:18]([S:21]([N:24]3[CH2:29][CH2:28][N:27]([CH3:30])[CH2:26][CH2:25]3)(=[O:23])=[O:22])=[CH:17][CH:16]=2)=[CH:48][N:49]=1. (2) Given the reactants [OH:1][C:2]1[CH:6]=[C:5]([CH2:7][CH2:8][C:9]([NH:11][CH2:12][CH2:13][CH:14]2[CH2:19][CH2:18][NH:17][CH2:16][CH2:15]2)=[O:10])[O:4][N:3]=1.[OH-].[Na+].[C:22](Cl)(=[O:33])[O:23][CH2:24][C:25]1[CH:30]=[C:29]([Cl:31])[CH:28]=[C:27]([Cl:32])[CH:26]=1, predict the reaction product. The product is: [OH:1][C:2]1[CH:6]=[C:5]([CH2:7][CH2:8][C:9]([NH:11][CH2:12][CH2:13][CH:14]2[CH2:15][CH2:16][N:17]([C:22]([O:23][CH2:24][C:25]3[CH:26]=[C:27]([Cl:32])[CH:28]=[C:29]([Cl:31])[CH:30]=3)=[O:33])[CH2:18][CH2:19]2)=[O:10])[O:4][N:3]=1. (3) Given the reactants O=[C:2]=[N:3]S(Cl)(=O)=O.[C:8]12([CH2:26][CH2:25][N:24]([C:27]([O:29][C:30]([CH3:33])([CH3:32])[CH3:31])=[O:28])[CH2:23][CH2:22]1)[N:13]([C:14]([O:16][CH2:17][CH3:18])=[O:15])[CH2:12][CH2:11][N:10]1[CH:19]=[CH:20][CH:21]=[C:9]21.CN(C)C=O, predict the reaction product. The product is: [C:2]([C:19]1[N:10]2[CH2:11][CH2:12][N:13]([C:14]([O:16][CH2:17][CH3:18])=[O:15])[C:8]3([CH2:26][CH2:25][N:24]([C:27]([O:29][C:30]([CH3:32])([CH3:31])[CH3:33])=[O:28])[CH2:23][CH2:22]3)[C:9]2=[CH:21][CH:20]=1)#[N:3]. (4) Given the reactants [CH3:1][N:2]([CH2:9][C:10]1[CH:11]=[N:12][C:13]([C:16]2[CH:21]=[CH:20][C:19]([S:22]([CH3:25])(=[O:24])=[O:23])=[CH:18][CH:17]=2)=[CH:14][CH:15]=1)[CH:3]1[CH2:8][CH2:7][NH:6][CH2:5][CH2:4]1.Cl[C:27]([O:29][C:30]1[CH:35]=[CH:34][C:33]([O:36][CH3:37])=[CH:32][CH:31]=1)=[O:28], predict the reaction product. The product is: [CH3:1][N:2]([CH2:9][C:10]1[CH:11]=[N:12][C:13]([C:16]2[CH:17]=[CH:18][C:19]([S:22]([CH3:25])(=[O:24])=[O:23])=[CH:20][CH:21]=2)=[CH:14][CH:15]=1)[CH:3]1[CH2:8][CH2:7][N:6]([C:27]([O:29][C:30]2[CH:35]=[CH:34][C:33]([O:36][CH3:37])=[CH:32][CH:31]=2)=[O:28])[CH2:5][CH2:4]1. (5) Given the reactants [F:1][C:2]1[CH:3]=[C:4]([NH:12][C:13](=[O:15])[O-])[CH:5]=[CH:6][C:7]=1[C:8]([F:11])([F:10])[F:9].[CH3:16][O:17][C:18]1[CH:19]=[C:20]2[C:25](=[CH:26][C:27]=1[O:28][CH2:29][CH2:30][O:31][CH3:32])[N:24]=[CH:23][N:22]=[C:21]2[S:33][C:34]1[CH:35]=[C:36]([CH:38]=[CH:39][CH:40]=1)[NH2:37].C(N(C(C)C)CC)(C)C, predict the reaction product. The product is: [F:1][C:2]1[CH:3]=[C:4]([NH:12][C:13]([NH:37][C:36]2[CH:38]=[CH:39][CH:40]=[C:34]([S:33][C:21]3[C:20]4[C:25](=[CH:26][C:27]([O:28][CH2:29][CH2:30][O:31][CH3:32])=[C:18]([O:17][CH3:16])[CH:19]=4)[N:24]=[CH:23][N:22]=3)[CH:35]=2)=[O:15])[CH:5]=[CH:6][C:7]=1[C:8]([F:9])([F:10])[F:11].